Task: Predict the reactants needed to synthesize the given product.. Dataset: Full USPTO retrosynthesis dataset with 1.9M reactions from patents (1976-2016) Given the product [C:8](=[S:10])([S:5][CH2:1][CH2:2][CH2:3][CH3:4])[S:9][CH:12]([CH3:16])[C:13]([NH2:15])=[O:14], predict the reactants needed to synthesize it. The reactants are: [CH2:1]([SH:5])[CH2:2][CH2:3][CH3:4].[OH-].[Na+].[C:8](=[S:10])=[S:9].Br[CH:12]([CH3:16])[C:13]([NH2:15])=[O:14].Cl.